From a dataset of Retrosynthesis with 50K atom-mapped reactions and 10 reaction types from USPTO. Predict the reactants needed to synthesize the given product. (1) The reactants are: CN(C)C=O.Cc1c[nH]c2c1C(=O)N(C[C@H](O)CN1CCOCC1)CC2. Given the product Cc1c(C=O)[nH]c2c1C(=O)N(C[C@H](O)CN1CCOCC1)CC2, predict the reactants needed to synthesize it. (2) Given the product CCOC(=O)Cc1cncc(-c2ccc(C(F)(F)F)cc2CN(CC)C(=O)CCc2cccnc2)c1, predict the reactants needed to synthesize it. The reactants are: CCNCc1cc(C(F)(F)F)ccc1-c1cncc(CC(=O)OCC)c1.O=C(O)CCc1cccnc1. (3) Given the product COc1cccc(OCCCNC(=O)OC(C)(C)C)c1-c1cc(Nc2cnc(C#N)cn2)n[nH]1, predict the reactants needed to synthesize it. The reactants are: CC(C)(C)OC(=O)NCCCO.COc1cccc(O)c1-c1cc(Nc2cnc(C#N)cn2)n[nH]1. (4) Given the product Nc1nc(C(=NOC2CCCC2)C(=O)O)ns1, predict the reactants needed to synthesize it. The reactants are: CC(C)(C)OC(=O)Nc1nc(C(=NOC2CCCC2)C(=O)O)ns1. (5) Given the product CCNc1nccc(C(=O)CC(O)(C(=O)OCC)C(=O)OCC)n1, predict the reactants needed to synthesize it. The reactants are: CCNc1nccc(C(C)=O)n1.CCOC(=O)C(=O)C(=O)OCC. (6) The reactants are: Cc1cc(Cl)cc(Cl)c1N1CCn2c1nc1c(Cl)ccc(CO)c12. Given the product Cc1cc(Cl)cc(Cl)c1N1CCn2c1nc1c(Cl)ccc(C=O)c12, predict the reactants needed to synthesize it. (7) Given the product O=CC(CO)(CO)CO, predict the reactants needed to synthesize it. The reactants are: CC=O.OCC(CO)(CO)CO. (8) Given the product NC(=O)c1ccc(N2CCC(c3nc4c(s3)CCN(C3CCC3)CC4)CC2)cn1, predict the reactants needed to synthesize it. The reactants are: O=C(O)c1ccc(N2CCC(c3nc4c(s3)CCN(C3CCC3)CC4)CC2)cn1.On1nnc2ccccc21.